From a dataset of B-cell epitopes from IEDB database with 3,159 antigens for binding position prediction. Token-level Classification. Given an antigen amino acid sequence, predict which amino acid positions are active epitope sites capable of antibody binding. Output is a list of indices for active positions. (1) Given the antigen sequence: MNTLTMMTCRLLYALLVLALCCCPSVCVAESVSQNNTTTTTTTKPPTTTTTTTTKPPTTTTTTTTKPPTTTTTTTTKPPTTTTTTTKPPTTTTTTTTKPPTTTTTTTTKPPTTTTTTTTKPPTTTTTTTTKPPTTTTTTTTTTAPEAPSITTTEAPNTTTTRAPSSIRRIDGSLGSSAWVCAPLLLAASALAYTTLG, which amino acid positions are active epitope sites? The epitope positions are: [28, 29, 30, 31, 32, 33, 34, 35]. The amino acids at these positions are: AESVSQNN. (2) Given the antigen sequence: MDTSTATSVASANASTSTSTVYDLGSMSKDEVVQLFNKVGVFQAALLMFAYMYQAQSDLSIAKFADMNEASKESTTAQKMANLVDAKIADVQSSSDKNKKAKLPQEVIDYINDPRNDITVSGISDLNAELGAGDLQTVKAAISAKSNILTTVVNNSQLEIQQMSNTLNLLTSARSDIQSLQYRTISAISLGK, which amino acid positions are active epitope sites? The epitope positions are: [99, 100, 101, 102, 103, 104, 105, 106, 107, 108, 109, 110, 111, 112, 113, 114, 115, 116, 117, 118... (21 total positions)]. The amino acids at these positions are: KAKLPQEVIDYINDPRNDITV.